From a dataset of Catalyst prediction with 721,799 reactions and 888 catalyst types from USPTO. Predict which catalyst facilitates the given reaction. (1) Reactant: [CH2:1]([O:4][C:5]1[CH:15]=[CH:14][C:8]([CH:9]=[CH:10][C:11]([OH:13])=[O:12])=[CH:7][CH:6]=1)[CH2:2][CH3:3].[C:16]12(CO)CC(CC1)C=C2.C1CCC(N=C=NC2CCCCC2)CC1. Product: [CH:5]12[CH2:9][CH:8]([CH:7]=[CH:6]1)[CH2:14][CH2:15]2.[CH3:16][C:14]1[CH:15]=[C:5]([O:4][CH2:1][CH2:2][CH3:3])[CH:6]=[CH:7][C:8]=1[CH:9]=[CH:10][C:11]([O-:13])=[O:12]. The catalyst class is: 142. (2) Product: [NH2:25][C:26]1[CH:27]=[C:28]([CH:36]=[CH:37][C:38]=1[CH:39]=[O:40])[O:29][CH2:30][CH2:31][CH2:32][C:33]([NH:51][CH2:50][C:49]1[CH:48]=[CH:47][C:46]([N+:43]([O-:45])=[O:44])=[CH:53][CH:52]=1)=[O:35]. Reactant: CN(C(ON1N=NC2C=CC=NC1=2)=[N+](C)C)C.F[P-](F)(F)(F)(F)F.[NH2:25][C:26]1[CH:27]=[C:28]([CH:36]=[CH:37][C:38]=1[CH:39]=[O:40])[O:29][CH2:30][CH2:31][CH2:32][C:33]([O-:35])=O.[Li+].Cl.[N+:43]([C:46]1[CH:53]=[CH:52][C:49]([CH2:50][NH2:51])=[CH:48][CH:47]=1)([O-:45])=[O:44]. The catalyst class is: 338. (3) Reactant: Br[C:2]1[O:6][C:5]([C:7]([O:9][CH3:10])=[O:8])=[CH:4][CH:3]=1.C([O-])([O-])=O.[Na+].[Na+].[S:17]1[CH:21]=[CH:20][CH:19]=[C:18]1B(O)O. Product: [S:17]1[CH:21]=[CH:20][CH:19]=[C:18]1[C:2]1[O:6][C:5]([C:7]([O:9][CH3:10])=[O:8])=[CH:4][CH:3]=1. The catalyst class is: 73. (4) Reactant: C(=O)([O-])O.[Na+].[CH:6]1([N:12]([CH3:19])[CH2:13][CH2:14][C:15]([CH3:18])([NH2:17])[CH3:16])[CH2:11][CH2:10][CH2:9][CH2:8][CH2:7]1.C1COCC1.[C:25](ON1C(=O)CCC1=O)([O:27][CH2:28][C:29]1[CH:34]=[CH:33][CH:32]=[CH:31][CH:30]=1)=[O:26]. Product: [CH:6]1([N:12]([CH3:19])[CH2:13][CH2:14][C:15]([NH:17][C:25](=[O:26])[O:27][CH2:28][C:29]2[CH:34]=[CH:33][CH:32]=[CH:31][CH:30]=2)([CH3:16])[CH3:18])[CH2:11][CH2:10][CH2:9][CH2:8][CH2:7]1. The catalyst class is: 6. (5) Reactant: [CH3:1][O-:2].[Na+].[F:4][C:5]1[C:10](F)=[C:9]([CH:12]=[O:13])[CH:8]=[CH:7][C:6]=1[C:14]1[CH:19]=[CH:18][C:17]([F:20])=[CH:16][CH:15]=1. Product: [F:4][C:5]1[C:10]([O:2][CH3:1])=[C:9]([CH:12]=[O:13])[CH:8]=[CH:7][C:6]=1[C:14]1[CH:19]=[CH:18][C:17]([F:20])=[CH:16][CH:15]=1. The catalyst class is: 5. (6) Reactant: [Si:1]([O:18][CH2:19][CH2:20][N:21]([CH2:23][C:24]1[CH:31]=[CH:30][C:27]([CH:28]=O)=[CH:26][CH:25]=1)[CH3:22])([C:14]([CH3:17])([CH3:16])[CH3:15])([C:8]1[CH:13]=[CH:12][CH:11]=[CH:10][CH:9]=1)[C:2]1[CH:7]=[CH:6][CH:5]=[CH:4][CH:3]=1.[O:32]1[C:36]([C:37]2[CH:42]=[CH:41][C:40]([NH:43][NH2:44])=[CH:39][CH:38]=2)=[CH:35][N:34]=[CH:33]1. Product: [O:32]1[C:36]([C:37]2[CH:38]=[CH:39][C:40]([NH:43][N:44]=[CH:28][C:27]3[CH:26]=[CH:25][C:24]([CH2:23][N:21]([CH2:20][CH2:19][O:18][Si:1]([C:14]([CH3:17])([CH3:16])[CH3:15])([C:8]4[CH:13]=[CH:12][CH:11]=[CH:10][CH:9]=4)[C:2]4[CH:3]=[CH:4][CH:5]=[CH:6][CH:7]=4)[CH3:22])=[CH:31][CH:30]=3)=[CH:41][CH:42]=2)=[CH:35][N:34]=[CH:33]1. The catalyst class is: 8.